From a dataset of Reaction yield outcomes from USPTO patents with 853,638 reactions. Predict the reaction yield, written as a fraction of the theoretical maximum amount of product (1.0 means a 100% yield; for example, 0.34 means a 34% yield). (1) The reactants are [Al+3].[Cl-].[Cl-].[Cl-].Cl[C:6](=[O:12])[C:7]([O:9][CH2:10][CH3:11])=[O:8].[CH:13]1([S:16][C:17]2[CH:22]=[CH:21][CH:20]=[CH:19][CH:18]=2)[CH2:15][CH2:14]1. The catalyst is C(Cl)Cl. The product is [CH:13]1([S:16][C:17]2[CH:22]=[CH:21][C:20]([C:6](=[O:12])[C:7]([O:9][CH2:10][CH3:11])=[O:8])=[CH:19][CH:18]=2)[CH2:15][CH2:14]1. The yield is 0.940. (2) The reactants are [CH3:1][C:2]1([CH3:14])[O:11][C:6]2=[N:7][CH:8]=[CH:9][CH:10]=[C:5]2/[C:4](=[N:12]/O)/[CH2:3]1. The catalyst is CO.[Ni]. The product is [CH3:1][C:2]1([CH3:14])[O:11][C:6]2=[N:7][CH:8]=[CH:9][CH:10]=[C:5]2[CH:4]([NH2:12])[CH2:3]1. The yield is 0.890. (3) The reactants are ClCCl.Br[C:5]1[C:6]([C:11]([F:14])([F:13])[F:12])=[N:7][N:8]([CH3:10])[CH:9]=1.[F:15][C:16]1[CH:22]=[C:21](B2OC(C)(C)C(C)(C)O2)[CH:20]=[CH:19][C:17]=1[NH2:18].C([O-])([O-])=O.[Na+].[Na+]. The catalyst is O1CCOCC1.O.C1C=CC(P(C2C=CC=CC=2)[C-]2C=CC=C2)=CC=1.C1C=CC(P(C2C=CC=CC=2)[C-]2C=CC=C2)=CC=1.Cl[Pd]Cl.[Fe+2]. The product is [F:15][C:16]1[CH:22]=[C:21]([C:5]2[C:6]([C:11]([F:14])([F:13])[F:12])=[N:7][N:8]([CH3:10])[CH:9]=2)[CH:20]=[CH:19][C:17]=1[NH2:18]. The yield is 0.550. (4) The reactants are [F:1][C:2]1[CH:7]=[CH:6][C:5]([CH3:8])=[CH:4][N:3]=1.[Br:9]N1C(=O)CCC1=O. The catalyst is C(Cl)(Cl)(Cl)Cl.C(OOC(=O)C1C=CC=CC=1)(=O)C1C=CC=CC=1. The product is [Br:9][CH2:8][C:5]1[CH:6]=[CH:7][C:2]([F:1])=[N:3][CH:4]=1. The yield is 1.00. (5) The reactants are CN(C(ON1N=NC2C=CC=CC1=2)=[N+](C)C)C.[B-](F)(F)(F)F.[C:23]([SiH2:27][O:28][C:29]([CH3:41])([CH3:40])[C:30]1[CH:31]=[C:32]([CH2:37][CH2:38][NH2:39])[CH:33]=[CH:34][C:35]=1[Cl:36])([CH3:26])([CH3:25])[CH3:24].[F:42][C:43]([F:49])([F:48])[CH2:44][C:45](O)=[O:46].CCN(C(C)C)C(C)C. The catalyst is C(Cl)Cl. The product is [C:23]([SiH2:27][O:28][C:29]([CH3:41])([CH3:40])[C:30]1[CH:31]=[C:32]([CH2:37][CH2:38][NH:39][C:45](=[O:46])[CH2:44][C:43]([F:49])([F:48])[F:42])[CH:33]=[CH:34][C:35]=1[Cl:36])([CH3:26])([CH3:25])[CH3:24]. The yield is 0.280. (6) The reactants are [NH2:1][C:2]1[CH:7]=[CH:6][CH:5]=[CH:4][C:3]=1[S:8]([NH2:11])(=[O:10])=[O:9].[C:12]([C:16]1[CH:21]=[CH:20][C:19](/[CH:22]=[CH:23]/[S:24](Cl)(=[O:26])=[O:25])=[CH:18][CH:17]=1)([CH3:15])([CH3:14])[CH3:13]. The catalyst is N1C=CC=CC=1.CO.CCOC(C)=O. The product is [C:12]([C:16]1[CH:21]=[CH:20][C:19]([CH2:22][CH2:23][S:24]([NH:1][C:2]2[CH:7]=[CH:6][CH:5]=[CH:4][C:3]=2[S:8]([NH2:11])(=[O:9])=[O:10])(=[O:26])=[O:25])=[CH:18][CH:17]=1)([CH3:15])([CH3:13])[CH3:14]. The yield is 0.470.